From a dataset of Full USPTO retrosynthesis dataset with 1.9M reactions from patents (1976-2016). Predict the reactants needed to synthesize the given product. (1) Given the product [CH:29]([C:31]1[CH:32]=[C:33]([CH:37]=[C:38]([C:42]([F:43])([F:45])[F:44])[C:39]=1[O:40][CH3:41])[C:34]([N:3]1[C:4]2[CH:9]=[CH:8][CH:7]=[CH:6][C:5]=2[S:1][CH2:2]1)=[O:35])=[O:30], predict the reactants needed to synthesize it. The reactants are: [S:1]1[C:5]2[CH:6]=[CH:7][CH:8]=[CH:9][C:4]=2[NH:3][CH2:2]1.NC1C=CC=CC=1S.C=O.C(N(C(C)C)CC)(C)C.[CH:29]([C:31]1[CH:32]=[C:33]([CH:37]=[C:38]([C:42]([F:45])([F:44])[F:43])[C:39]=1[O:40][CH3:41])[C:34](Cl)=[O:35])=[O:30]. (2) Given the product [CH2:1]([C:3]1([CH2:13][C:14]([CH2:20][NH:21][C:22]2[CH:31]=[CH:30][CH:29]=[C:28]3[C:23]=2[CH:24]=[CH:25][N:26]=[CH:27]3)([OH:19])[C:15]([F:16])([F:17])[F:18])[C:12]2[C:7](=[CH:8][CH:9]=[CH:10][CH:11]=2)[CH2:6][CH2:5][CH2:4]1)[CH3:2], predict the reactants needed to synthesize it. The reactants are: [CH2:1]([C:3]1([CH2:13][C:14]([CH:20]=[N:21][C:22]2[CH:31]=[CH:30][CH:29]=[C:28]3[C:23]=2[CH:24]=[CH:25][N:26]=[CH:27]3)([OH:19])[C:15]([F:18])([F:17])[F:16])[C:12]2[C:7](=[CH:8][CH:9]=[CH:10][CH:11]=2)[CH2:6][CH2:5][CH2:4]1)[CH3:2].C(O[BH-](OC(=O)C)OC(=O)C)(=O)C.[Na+].C(=O)([O-])[O-].[Na+].[Na+]. (3) Given the product [OH:1][N:2]=[C:3]([C:5]1[CH:6]=[C:7]2[C:8](=[CH:12][CH:13]=1)[NH:9][N:14]=[CH:22]2)[NH2:4], predict the reactants needed to synthesize it. The reactants are: [OH:1][N:2]=[C:3]([C:5]1[CH:13]=[CH:12][C:8]2[NH:9]C=N[C:7]=2[CH:6]=1)[NH2:4].[NH:14]1[C:22]2C(=CC(C#N)=CC=2)C=N1. (4) Given the product [NH2:27][C:24]1([C:12]2[N:13]=[C:14]([NH:16][CH2:17][C:18]3[CH:23]=[CH:22][CH:21]=[CH:20][N:19]=3)[C:15]3=[C:7]([C:1]4[CH:6]=[CH:5][CH:4]=[CH:3][CH:2]=4)[CH:8]=[CH:9][N:10]3[N:11]=2)[CH2:25][CH2:26]1, predict the reactants needed to synthesize it. The reactants are: [C:1]1([C:7]2[CH:8]=[CH:9][N:10]3[C:15]=2[C:14]([NH:16][CH2:17][C:18]2[CH:23]=[CH:22][CH:21]=[CH:20][N:19]=2)=[N:13][C:12]([C:24]2([NH:27]C(=O)OC(C)(C)C)[CH2:26][CH2:25]2)=[N:11]3)[CH:6]=[CH:5][CH:4]=[CH:3][CH:2]=1.C(O)(C(F)(F)F)=O.